Dataset: Forward reaction prediction with 1.9M reactions from USPTO patents (1976-2016). Task: Predict the product of the given reaction. (1) The product is: [N:1]([C@@H:4]1[C@@H:8]([CH2:9][OH:10])[O:7][C@@H:6]([N:19]2[CH:26]=[C:25]([F:27])[C:23](=[O:24])[NH:22][C:20]2=[O:21])[CH2:5]1)=[N+:2]=[N-:3]. Given the reactants [N:1]([C@@H:4]1[C@@H:8]([CH:9](C(=O)C2C=CC=CC=2)[OH:10])[O:7][C@@H:6]([N:19]2[CH:26]=[C:25]([F:27])[C:23](=[O:24])[NH:22][C:20]2=[O:21])[CH2:5]1)=[N+:2]=[N-:3].N, predict the reaction product. (2) Given the reactants [CH3:1][C:2]1[CH:11]=[C:10]([C:12]([O:14][CH3:15])=[O:13])[C:9]([N+:16]([O-])=O)=[CH:8][C:3]=1[C:4]([O:6][CH3:7])=[O:5], predict the reaction product. The product is: [NH2:16][C:9]1[CH:8]=[C:3]([C:4]([O:6][CH3:7])=[O:5])[C:2]([CH3:1])=[CH:11][C:10]=1[C:12]([O:14][CH3:15])=[O:13]. (3) Given the reactants [NH2:1][CH2:2][CH2:3][CH2:4][O:5][C@@H:6]1[C@H:10]([OH:11])[C@@H:9]([CH2:12][OH:13])[O:8][C@H:7]1[N:14]1[CH:21]=[C:20]([CH3:22])[C:18](=[O:19])[NH:17][C:15]1=[S:16].C(N(CC)CC)C.[F:30][C:31]([F:38])([F:37])[C:32](OCC)=[O:33], predict the reaction product. The product is: [F:30][C:31]([F:38])([F:37])[C:32]([NH:1][CH2:2][CH2:3][CH2:4][O:5][C@@H:6]1[C@H:10]([OH:11])[C@@H:9]([CH2:12][OH:13])[O:8][C@H:7]1[N:14]1[CH:21]=[C:20]([CH3:22])[C:18](=[O:19])[NH:17][C:15]1=[S:16])=[O:33]. (4) Given the reactants [C@@H:1]1([N:9]2[C:13]3=[N:14][CH:15]=[N:16][C:17]([O:18][CH3:19])=[C:12]3[C:11]([I:20])=[N:10]2)[O:6][C@H:5]([CH2:7][OH:8])[C@@H:3]([OH:4])[CH2:2]1.[C:21]([Si:25]([C:33]1[CH:38]=[CH:37][CH:36]=[CH:35][CH:34]=1)([C:27]1[CH:32]=[CH:31][CH:30]=[CH:29][CH:28]=1)Cl)([CH3:24])([CH3:23])[CH3:22], predict the reaction product. The product is: [Si:25]([CH:7]([OH:8])[C@H:5]1[O:6][C@@H:1]([N:9]2[C:13]3=[N:14][CH:15]=[N:16][C:17]([O:18][CH3:19])=[C:12]3[C:11]([I:20])=[N:10]2)[CH2:2][C@@H:3]1[OH:4])([C:21]([CH3:24])([CH3:23])[CH3:22])([C:33]1[CH:34]=[CH:35][CH:36]=[CH:37][CH:38]=1)[C:27]1[CH:32]=[CH:31][CH:30]=[CH:29][CH:28]=1. (5) The product is: [Br:2][C:3]1[CH:4]=[CH:5][C:6]2[CH:9]=[CH:10][C:11]3[C:16]([C:7]=2[CH:8]=1)=[CH:15][C:14]([S:17][CH3:18])=[CH:13][CH:12]=3. Given the reactants O.[Br:2][C:3]1[CH:8]=[CH:7][C:6]([CH:9]=[CH:10][C:11]2[CH:16]=[CH:15][C:14]([S:17][CH3:18])=[CH:13][CH:12]=2)=[CH:5][CH:4]=1.II, predict the reaction product.